From a dataset of HIV replication inhibition screening data with 41,000+ compounds from the AIDS Antiviral Screen. Binary Classification. Given a drug SMILES string, predict its activity (active/inactive) in a high-throughput screening assay against a specified biological target. (1) The compound is OCC1CC(F)C(n2cnc3c(NO)ncnc32)O1. The result is 0 (inactive). (2) The compound is O=[N+]([O-])c1ccc(C2=NOC3COC4C=CC=CC4OCC23)cc1. The result is 0 (inactive). (3) The molecule is Cc1cc2nc3[nH][nH]c(=N)c3nc2cc1C. The result is 0 (inactive). (4) The compound is COc1c(Cl)cc(C(=CCCC2CCC3(C)C(CCC4C3CCC3(C)C(C(C)CCCC(C)C)CCC43)C2)c2cc(Cl)c(OC)c(C(=O)O)c2)cc1C(=O)O.N. The result is 1 (active). (5) The drug is Cc1c2c(C#N)nccc2c(C)c2c1c1ccccc1n2Cc1ccccc1. The result is 0 (inactive). (6) The drug is O=Nc1ccc(O)c(N=O)c1O. The result is 1 (active). (7) The molecule is O=C(O)c1cc2ccccc2c(N=Nc2ccc(C=Cc3ccc(N=Nc4c(O)c(C(=O)O)cc5ccccc45)cc3S(=O)(=O)O)c(S(=O)(=O)O)c2)c1O. The result is 1 (active). (8) The drug is O=C1O[Pt-2]2(NC3CCCC3N2)OC1=O. The result is 0 (inactive).